From a dataset of Peptide-MHC class I binding affinity with 185,985 pairs from IEDB/IMGT. Regression. Given a peptide amino acid sequence and an MHC pseudo amino acid sequence, predict their binding affinity value. This is MHC class I binding data. (1) The peptide sequence is LLLLGLWGTA. The MHC is HLA-A02:01 with pseudo-sequence HLA-A02:01. The binding affinity (normalized) is 0.373. (2) The MHC is HLA-C03:03 with pseudo-sequence HLA-C03:03. The binding affinity (normalized) is 0.327. The peptide sequence is RTDAWSYPV. (3) The peptide sequence is STVLFGLSY. The MHC is HLA-A01:01 with pseudo-sequence HLA-A01:01. The binding affinity (normalized) is 0.579. (4) The peptide sequence is FLPSDYFPSV. The MHC is HLA-A30:02 with pseudo-sequence HLA-A30:02. The binding affinity (normalized) is 0. (5) The peptide sequence is NLLVQYGAKI. The MHC is HLA-A02:03 with pseudo-sequence HLA-A02:03. The binding affinity (normalized) is 0.336. (6) The binding affinity (normalized) is 0.110. The peptide sequence is REKLAYRKQNM. The MHC is Mamu-A11 with pseudo-sequence Mamu-A11. (7) The peptide sequence is FLKIKVTAA. The MHC is HLA-B08:01 with pseudo-sequence HLA-B08:01. The binding affinity (normalized) is 0.750. (8) The peptide sequence is AFLESQSMNK. The MHC is HLA-A03:01 with pseudo-sequence HLA-A03:01. The binding affinity (normalized) is 0.258. (9) The binding affinity (normalized) is 0.0126. The peptide sequence is IAFGFSLL. The MHC is H-2-Db with pseudo-sequence H-2-Db. (10) The peptide sequence is ERLKIRGSL. The MHC is HLA-A02:01 with pseudo-sequence HLA-A02:01. The binding affinity (normalized) is 0.